This data is from Reaction yield outcomes from USPTO patents with 853,638 reactions. The task is: Predict the reaction yield, written as a fraction of the theoretical maximum amount of product (1.0 means a 100% yield; for example, 0.34 means a 34% yield). (1) The reactants are FC1C=C(F)C=CC=1C1C=C(COS(C)(=O)=O)C(=O)N(CC(C)C)N=1.[Cl:26][C:27]1[CH:55]=[CH:54][C:30]([CH:31]=[CH:32][CH2:33][N:34]2[C:39](=[O:40])[C:38]([C:41]([O:43]C)=[O:42])=[CH:37][C:36]([C:45]3[CH:50]=[CH:49][C:48]([O:51][CH3:52])=[C:47]([F:53])[CH:46]=3)=[N:35]2)=[CH:29][CH:28]=1. No catalyst specified. The product is [C:41]([C:38]1[C:39](=[O:40])[N:34]([CH2:33][CH:32]=[CH:31][C:30]2[CH:54]=[CH:55][C:27]([Cl:26])=[CH:28][CH:29]=2)[N:35]=[C:36]([C:45]2[CH:50]=[CH:49][C:48]([O:51][CH3:52])=[C:47]([F:53])[CH:46]=2)[CH:37]=1)([OH:43])=[O:42]. The yield is 0.982. (2) The reactants are [C:1]([NH:4][C:5]1[S:20][C:8]2[CH2:9][N:10]([C:13]([O:15][C:16]([CH3:19])([CH3:18])[CH3:17])=[O:14])[CH2:11][CH2:12][C:7]=2[C:6]=1[C:21]#[N:22])(=[O:3])[CH3:2].[N-:23]=[N+:24]=[N-:25].[Na+].Cl.C(N(CC)CC)C. The catalyst is CN(C)C=O.ClCCl. The product is [C:1]([NH:4][C:5]1[S:20][C:8]2[CH2:9][N:10]([C:13]([O:15][C:16]([CH3:18])([CH3:17])[CH3:19])=[O:14])[CH2:11][CH2:12][C:7]=2[C:6]=1[C:21]1[N:23]=[N:24][NH:25][N:22]=1)(=[O:3])[CH3:2]. The yield is 0.660. (3) The reactants are [H-].[Li+].C([Al+]CC(C)C)C(C)C.[H-].C([O:16][C:17](=O)[C:18]1[CH:23]=[CH:22][CH:21]=[C:20]([Cl:24])[C:19]=1[O:25][CH:26]([CH3:28])[CH3:27])(C)C. The catalyst is C1COCC1. The product is [Cl:24][C:20]1[C:19]([O:25][CH:26]([CH3:28])[CH3:27])=[C:18]([CH2:17][OH:16])[CH:23]=[CH:22][CH:21]=1. The yield is 0.890. (4) The reactants are I[C:2]1[CH:17]=[CH:16][C:5]([O:6][C:7]2[CH:12]=[CH:11][C:10]([C:13](=[O:15])[CH3:14])=[CH:9][CH:8]=2)=[CH:4][CH:3]=1.[B:18]1([B:18]2[O:22][C:21]([CH3:24])([CH3:23])[C:20]([CH3:26])([CH3:25])[O:19]2)[O:22][C:21]([CH3:24])([CH3:23])[C:20]([CH3:26])([CH3:25])[O:19]1.C(Cl)Cl.C([O-])(=O)C.[K+]. The catalyst is O1CCOCC1.C1C=CC(P(C2C=CC=CC=2)[C-]2C=CC=C2)=CC=1.C1C=CC(P(C2C=CC=CC=2)[C-]2C=CC=C2)=CC=1.Cl[Pd]Cl.[Fe+2]. The product is [CH3:25][C:20]1([CH3:26])[C:21]([CH3:24])([CH3:23])[O:22][B:18]([C:2]2[CH:17]=[CH:16][C:5]([O:6][C:7]3[CH:12]=[CH:11][C:10]([C:13](=[O:15])[CH3:14])=[CH:9][CH:8]=3)=[CH:4][CH:3]=2)[O:19]1. The yield is 0.720. (5) The reactants are [Cl:1][C:2]1[CH:3]=[C:4]([C:19]2[CH:24]=[CH:23][CH:22]=[CH:21][CH:20]=2)[C:5]2[N:9]=[C:8]([C:10]3([C:16]#[N:17])[CH2:15][CH2:14][NH:13][CH2:12][CH2:11]3)[NH:7][C:6]=2[CH:18]=1.[C:25](O[C:25]([O:27][C:28]([CH3:31])([CH3:30])[CH3:29])=[O:26])([O:27][C:28]([CH3:31])([CH3:30])[CH3:29])=[O:26]. The catalyst is C1COCC1. The product is [Cl:1][C:2]1[CH:3]=[C:4]([C:19]2[CH:24]=[CH:23][CH:22]=[CH:21][CH:20]=2)[C:5]2[N:9]=[C:8]([C:10]3([C:16]#[N:17])[CH2:15][CH2:14][N:13]([C:25]([O:27][C:28]([CH3:31])([CH3:30])[CH3:29])=[O:26])[CH2:12][CH2:11]3)[NH:7][C:6]=2[CH:18]=1. The yield is 0.950.